From a dataset of Forward reaction prediction with 1.9M reactions from USPTO patents (1976-2016). Predict the product of the given reaction. (1) The product is: [CH3:4][CH:5]([CH3:24])[CH2:6][S:7]([NH:10][C@H:11]1[C:19]2[C:14](=[CH:15][CH:16]=[C:17]([C:20]([OH:22])=[O:21])[CH:18]=2)[CH2:13][CH2:12]1)(=[O:8])=[O:9]. Given the reactants O[Li].O.[CH3:4][CH:5]([CH3:24])[CH2:6][S:7]([NH:10][C@H:11]1[C:19]2[C:14](=[CH:15][CH:16]=[C:17]([C:20]([O:22]C)=[O:21])[CH:18]=2)[CH2:13][CH2:12]1)(=[O:9])=[O:8], predict the reaction product. (2) Given the reactants [C:1]([C:3]1[CH:8]=[CH:7][N:6]=[C:5]2[C:9]([C:12]([NH:14][C@H:15]3[CH2:20][CH2:19][CH2:18][CH2:17][C@@H:16]3[OH:21])=[O:13])=[CH:10][NH:11][C:4]=12)#[N:2].C(=O)([O-])[O-].[Cs+].[Cs+].Cl[CH2:29][C:30]1[CH:35]=[CH:34][C:33]([C:36]([F:39])([F:38])[F:37])=[CH:32][CH:31]=1, predict the reaction product. The product is: [C:1]([C:3]1[CH:8]=[CH:7][N:6]=[C:5]2[C:9]([C:12]([NH:14][C@H:15]3[CH2:20][CH2:19][CH2:18][CH2:17][C@@H:16]3[OH:21])=[O:13])=[CH:10][N:11]([CH2:29][C:30]3[CH:31]=[CH:32][C:33]([C:36]([F:37])([F:38])[F:39])=[CH:34][CH:35]=3)[C:4]=12)#[N:2].